From a dataset of TCR-epitope binding with 47,182 pairs between 192 epitopes and 23,139 TCRs. Binary Classification. Given a T-cell receptor sequence (or CDR3 region) and an epitope sequence, predict whether binding occurs between them. (1) The epitope is LEPLVDLPI. The TCR CDR3 sequence is CASSYVRCLQETQYF. Result: 1 (the TCR binds to the epitope). (2) The epitope is RAKFKQLL. The TCR CDR3 sequence is CASSSPNTEAFF. Result: 1 (the TCR binds to the epitope). (3) The epitope is KLGGALQAK. The TCR CDR3 sequence is CASSEDRGSPLHF. Result: 1 (the TCR binds to the epitope). (4) The epitope is NYSGVVTTVMF. The TCR CDR3 sequence is CASSKNGGSGGNEQFF. Result: 1 (the TCR binds to the epitope). (5) The epitope is IQYIDIGNY. The TCR CDR3 sequence is CASSESMGEGRADTQYF. Result: 1 (the TCR binds to the epitope). (6) The epitope is KLPDDFTGCV. The TCR CDR3 sequence is CASSLMNTEAFF. Result: 1 (the TCR binds to the epitope). (7) The epitope is ALSKGVHFV. The TCR CDR3 sequence is CASRTVERSNEKLFF. Result: 1 (the TCR binds to the epitope).